From a dataset of Catalyst prediction with 721,799 reactions and 888 catalyst types from USPTO. Predict which catalyst facilitates the given reaction. (1) Reactant: [CH2:1]([O:8][NH:9][C:10](=[O:31])[CH2:11][C@H:12]([C:22]1[O:23][C:24]([CH3:30])=[C:25]([C:27](O)=[O:28])[N:26]=1)[CH2:13][CH2:14][CH2:15][CH:16]1[CH2:21][CH2:20][CH2:19][CH2:18][CH2:17]1)[C:2]1[CH:7]=[CH:6][CH:5]=[CH:4][CH:3]=1.CN1CCOCC1.O.ON1C2C=CC=CC=2N=N1.Cl.CN(C)CCCN=C=NCC.Cl.[CH3:63][O:64][C:65](=[O:68])[CH2:66][NH2:67]. Product: [CH2:1]([O:8][NH:9][C:10](=[O:31])[CH2:11][C@H:12]([C:22]1[O:23][C:24]([CH3:30])=[C:25]([C:27]([NH:67][CH2:66][C:65]([O:64][CH3:63])=[O:68])=[O:28])[N:26]=1)[CH2:13][CH2:14][CH2:15][CH:16]1[CH2:17][CH2:18][CH2:19][CH2:20][CH2:21]1)[C:2]1[CH:3]=[CH:4][CH:5]=[CH:6][CH:7]=1. The catalyst class is: 4. (2) Reactant: [CH2:1]([O:8][CH2:9][CH:10]([NH:13][C:14](=[O:20])[O:15][C:16]([CH3:19])([CH3:18])[CH3:17])[CH:11]=O)[C:2]1[CH:7]=[CH:6][CH:5]=[CH:4][CH:3]=1.[F:21][C:22]1[CH:29]=[CH:28][C:25]([CH2:26][NH2:27])=[CH:24][CH:23]=1.C(O[BH-](OC(=O)C)OC(=O)C)(=O)C.[Na+].C([O-])(O)=O.[Na+]. Product: [CH2:1]([O:8][CH2:9][CH:10]([NH:13][C:14](=[O:20])[O:15][C:16]([CH3:19])([CH3:18])[CH3:17])[CH2:11][NH:27][CH2:26][C:25]1[CH:28]=[CH:29][C:22]([F:21])=[CH:23][CH:24]=1)[C:2]1[CH:7]=[CH:6][CH:5]=[CH:4][CH:3]=1. The catalyst class is: 1.